From a dataset of Reaction yield outcomes from USPTO patents with 853,638 reactions. Predict the reaction yield, written as a fraction of the theoretical maximum amount of product (1.0 means a 100% yield; for example, 0.34 means a 34% yield). (1) The reactants are [N:1]1([C:7]2[C:8]3[N:22]=[N:21][N:20]([CH2:23][CH2:24][N:25]4[CH2:30][CH2:29][NH:28][CH2:27][CH2:26]4)[C:9]=3[N:10]=[C:11]([C:13]3[CH:14]=[C:15]([OH:19])[CH:16]=[CH:17][CH:18]=3)[N:12]=2)[CH2:6][CH2:5][O:4][CH2:3][CH2:2]1.CCN(CC)CC.[C:38]1([CH2:44][C:45](Cl)=[O:46])[CH:43]=[CH:42][CH:41]=[CH:40][CH:39]=1. The catalyst is C1COCC1. The product is [N:1]1([C:7]2[C:8]3[N:22]=[N:21][N:20]([CH2:23][CH2:24][N:25]4[CH2:26][CH2:27][N:28]([C:45](=[O:46])[CH2:44][C:38]5[CH:43]=[CH:42][CH:41]=[CH:40][CH:39]=5)[CH2:29][CH2:30]4)[C:9]=3[N:10]=[C:11]([C:13]3[CH:14]=[C:15]([OH:19])[CH:16]=[CH:17][CH:18]=3)[N:12]=2)[CH2:2][CH2:3][O:4][CH2:5][CH2:6]1. The yield is 0.220. (2) The reactants are [CH2:1]([O:8][C:9]1[C:14](=[O:15])[CH:13]=[CH:12]O[C:10]=1[CH3:16])[C:2]1[CH:7]=[CH:6][CH:5]=[CH:4][CH:3]=1.[NH3:17].[OH-].[Na+].[Cl-].[NH4+]. The catalyst is C(O)C.C(Cl)(Cl)Cl. The product is [CH2:1]([O:8][C:9]1[C:14](=[O:15])[CH:13]=[CH:12][NH:17][C:10]=1[CH3:16])[C:2]1[CH:7]=[CH:6][CH:5]=[CH:4][CH:3]=1. The yield is 0.430. (3) The reactants are [CH2:1]([C@H:3]1[C@@H:7]([C:8]2[N:12]3[C:13]4[CH:19]=[CH:18][NH:17][C:14]=4[N:15]=[CH:16][C:11]3=[N:10]N=2)[CH2:6][C@H:5]([CH2:20]C(OCC)=O)[CH2:4]1)[CH3:2].[Cl-].[Li+].[CH3:28][Mg]Br.[NH4+:31].[Cl-].[CH2:33]1[CH2:37][O:36]CC1. The catalyst is CCOCC.CCOC(C)=O. The product is [CH2:1]([C@H:3]1[C@@H:7]([C:8]2[N:12]3[C:13]4[CH:19]=[CH:18][NH:17][C:14]=4[N:15]=[CH:16][C:11]3=[N:10][N:31]=2)[CH2:6][C@H:5]([CH2:20][C:37]([CH3:33])([OH:36])[CH3:28])[CH2:4]1)[CH3:2]. The yield is 0.740. (4) The reactants are [C:1]1([OH:7])[CH:6]=[CH:5][CH:4]=[CH:3][CH:2]=1.[H-].[Na+].Cl[C:11]1[N:16]=[C:15]([NH:17][CH3:18])[C:14]([N+:19]([O-])=O)=[CH:13][CH:12]=1.[C:22](O)(=O)[CH2:23][OH:24].C(=O)(O)[O-].[Na+]. The catalyst is C1COCC1.O. The product is [CH3:18][N:17]1[C:15]2=[N:16][C:11]([O:7][C:1]3[CH:6]=[CH:5][CH:4]=[CH:3][CH:2]=3)=[CH:12][CH:13]=[C:14]2[N:19]=[C:22]1[CH2:23][OH:24]. The yield is 0.800. (5) The reactants are [Cl:1][C:2]1[CH:7]=[CH:6][CH:5]=[C:4]([Cl:8])[C:3]=1[C:9]([CH3:13])([CH3:12])[C:10]#[N:11].[Br:14][C:15]1[CH:21]=[CH:20][C:18]([NH2:19])=[C:17]([F:22])[CH:16]=1.C[Al](C)C.C1(C)C=CC=CC=1. The catalyst is CC1C=CC=CC=1C. The product is [Br:14][C:15]1[CH:21]=[CH:20][C:18]([NH:19][C:10](=[NH:11])[C:9]([C:3]2[C:2]([Cl:1])=[CH:7][CH:6]=[CH:5][C:4]=2[Cl:8])([CH3:13])[CH3:12])=[C:17]([F:22])[CH:16]=1. The yield is 0.464. (6) The reactants are F[C:2]1[C:11]([CH3:12])=[CH:10][C:5]([C:6]([O:8]C)=[O:7])=[CH:4][N:3]=1.[F:13][C:14]([F:18])([F:17])[CH2:15][NH2:16].Cl. The catalyst is CN1CCCC1=O.CO.[OH-].[Na+]. The product is [CH3:12][C:11]1[C:2]([NH:16][CH2:15][C:14]([F:18])([F:17])[F:13])=[N:3][CH:4]=[C:5]([CH:10]=1)[C:6]([OH:8])=[O:7]. The yield is 0.320. (7) The reactants are C[O:2][C:3](=[O:38])[CH2:4][CH2:5][C:6]1[CH:11]=[CH:10][C:9]([S:12][CH2:13][C:14]2[S:18][C:17]([C:19]3[CH:24]=[CH:23][C:22]([C:25]([F:28])([F:27])[F:26])=[CH:21][CH:20]=3)=[N:16][C:15]=2[CH2:29][O:30][C:31]2[CH:36]=[CH:35][CH:34]=[CH:33][CH:32]=2)=[CH:8][C:7]=1[CH3:37].[OH-].[Na+].Cl. The catalyst is O1CCCC1.C(OCC)C. The product is [CH3:37][C:7]1[CH:8]=[C:9]([S:12][CH2:13][C:14]2[S:18][C:17]([C:19]3[CH:20]=[CH:21][C:22]([C:25]([F:28])([F:26])[F:27])=[CH:23][CH:24]=3)=[N:16][C:15]=2[CH2:29][O:30][C:31]2[CH:36]=[CH:35][CH:34]=[CH:33][CH:32]=2)[CH:10]=[CH:11][C:6]=1[CH2:5][CH2:4][C:3]([OH:38])=[O:2]. The yield is 1.00. (8) The reactants are [C:1]([O:4][CH2:5][C:6]1[C:11]([N:12]2[CH2:24][CH2:23][N:15]3[C:16]4[CH2:17][CH2:18][CH2:19][CH2:20][C:21]=4[CH:22]=[C:14]3[C:13]2=[O:25])=[CH:10][C:9]([F:26])=[CH:8][C:7]=1B1OC(C)(C)C(C)(C)O1)(=[O:3])[CH3:2].Br[C:37]1[N:38]=[C:39]([NH:45][C:46]2[CH:51]=[CH:50][C:49]([CH:52]3[CH2:57][CH2:56][N:55]([CH:58]4[CH2:61][O:60][CH2:59]4)[CH2:54][CH2:53]3)=[CH:48][CH:47]=2)[C:40](=[O:44])[N:41]([CH3:43])[CH:42]=1.C(=O)([O-])[O-].[Na+].[Na+].COCCOC. The catalyst is C1C=CC([P]([Pd]([P](C2C=CC=CC=2)(C2C=CC=CC=2)C2C=CC=CC=2)([P](C2C=CC=CC=2)(C2C=CC=CC=2)C2C=CC=CC=2)[P](C2C=CC=CC=2)(C2C=CC=CC=2)C2C=CC=CC=2)(C2C=CC=CC=2)C2C=CC=CC=2)=CC=1.C(Cl)Cl.C(OCC)C.CO. The product is [C:1]([O:4][CH2:5][C:6]1[C:11]([N:12]2[CH2:24][CH2:23][N:15]3[C:16]4[CH2:17][CH2:18][CH2:19][CH2:20][C:21]=4[CH:22]=[C:14]3[C:13]2=[O:25])=[CH:10][C:9]([F:26])=[CH:8][C:7]=1[C:37]1[N:38]=[C:39]([NH:45][C:46]2[CH:51]=[CH:50][C:49]([CH:52]3[CH2:53][CH2:54][N:55]([CH:58]4[CH2:61][O:60][CH2:59]4)[CH2:56][CH2:57]3)=[CH:48][CH:47]=2)[C:40](=[O:44])[N:41]([CH3:43])[CH:42]=1)(=[O:3])[CH3:2]. The yield is 0.620.